Dataset: Full USPTO retrosynthesis dataset with 1.9M reactions from patents (1976-2016). Task: Predict the reactants needed to synthesize the given product. (1) Given the product [NH2:2][C:1]1[N:16]([C:10]2[CH:15]=[CH:14][CH:13]=[CH:12][CH:11]=2)[NH:17][C:4](=[O:5])[C:3]=1[CH3:9], predict the reactants needed to synthesize it. The reactants are: [C:1]([CH:3]([CH3:9])[C:4](OCC)=[O:5])#[N:2].[C:10]1([NH:16][NH2:17])[CH:15]=[CH:14][CH:13]=[CH:12][CH:11]=1. (2) Given the product [N+:20]([CH2:19][CH2:18][C:3]1[C:4]2[C:5]([C:10]([O:12][CH3:13])=[O:11])=[CH:6][CH:7]=[CH:8][C:9]=2[NH:1][CH:2]=1)([O-:22])=[O:21], predict the reactants needed to synthesize it. The reactants are: [NH:1]1[C:9]2[CH:8]=[CH:7][CH:6]=[C:5]([C:10]([O:12][CH3:13])=[O:11])[C:4]=2[CH:3]=[CH:2]1.C(O[CH2:18][CH2:19][N+:20]([O-:22])=[O:21])(=O)C.C(C1C=C(O)C(=CC=1)O)(C)(C)C. (3) Given the product [CH2:1]([O:4][C@H:5]([C@@H:10]([O:11][CH2:12][CH:13]=[CH2:14])[C@H:9]([O:15][CH2:16][CH:17]=[CH2:18])[C:8](=[O:7])[CH2:19][O:20][CH2:21][CH:22]=[CH2:23])[C:6]([C:25]1[CH:30]=[CH:29][C:28]([Cl:31])=[C:27]([CH2:32][C:33]2[CH:34]=[CH:35][C:36]([O:39][CH2:40][CH3:41])=[CH:37][CH:38]=2)[CH:26]=1)=[O:24])[CH:2]=[CH2:3], predict the reactants needed to synthesize it. The reactants are: [CH2:1]([O:4][C@@H:5]1[C@@H:10]([O:11][CH2:12][CH:13]=[CH2:14])[C@H:9]([O:15][CH2:16][CH:17]=[CH2:18])[C@@H:8]([CH2:19][O:20][CH2:21][CH:22]=[CH2:23])[O:7][C:6]1([C:25]1[CH:30]=[CH:29][C:28]([Cl:31])=[C:27]([CH2:32][C:33]2[CH:38]=[CH:37][C:36]([O:39][CH2:40][CH3:41])=[CH:35][CH:34]=2)[CH:26]=1)[OH:24])[CH:2]=[CH2:3].CC(OI1(OC(C)=O)(OC(C)=O)OC(=O)C2C=CC=CC1=2)=O. (4) Given the product [Cl:15][C:13]1[CH:14]=[C:9]([NH:24][CH2:20][CH:21]([CH3:23])[CH3:22])[C:10]2[N:11]([C:16]([I:19])=[CH:17][N:18]=2)[N:12]=1, predict the reactants needed to synthesize it. The reactants are: CN1C(=O)CCC1.Br[C:9]1[C:10]2[N:11]([C:16]([I:19])=[CH:17][N:18]=2)[N:12]=[C:13]([Cl:15])[CH:14]=1.[CH2:20]([NH2:24])[CH:21]([CH3:23])[CH3:22].O. (5) The reactants are: COCCOC[CH2:7][O:8][CH2:9][CH2:10][NH2:11].[CH3:12][C@@H:13]1[CH2:15][C@H:14]1[C:16](O)=O. Given the product [CH3:7][O:8][CH2:9][CH2:10][NH:11][CH2:12][CH:13]1[CH2:15][CH:14]1[CH3:16], predict the reactants needed to synthesize it. (6) Given the product [F:13][CH2:14][CH:15]1[CH2:20][N:19]([C:2]2[CH:7]=[CH:6][C:5]([N+:8]([O-:10])=[O:9])=[CH:4][C:3]=2[O:11][CH3:12])[CH2:18][CH2:17][N:16]1[CH3:21], predict the reactants needed to synthesize it. The reactants are: F[C:2]1[CH:7]=[CH:6][C:5]([N+:8]([O-:10])=[O:9])=[CH:4][C:3]=1[O:11][CH3:12].[F:13][CH2:14][CH:15]1[CH2:20][NH:19][CH2:18][CH2:17][N:16]1[CH3:21].C(=O)([O-])[O-].[K+].[K+].